This data is from Catalyst prediction with 721,799 reactions and 888 catalyst types from USPTO. The task is: Predict which catalyst facilitates the given reaction. (1) Reactant: [C:1]([N:4]1[C:13]2[C:8](=[CH:9][C:10]([NH2:14])=[CH:11][CH:12]=2)[C:7]([C:16]2[CH:21]=[CH:20][CH:19]=[CH:18][CH:17]=2)([CH3:15])[CH2:6][C:5]1([CH3:23])[CH3:22])(=[O:3])[CH3:2].[I:24][C:25]1[CH:33]=[CH:32][C:28]([C:29](Cl)=[O:30])=[CH:27][CH:26]=1. Product: [C:1]([N:4]1[C:13]2[C:8](=[CH:9][C:10]([NH:14][C:29](=[O:30])[C:28]3[CH:32]=[CH:33][C:25]([I:24])=[CH:26][CH:27]=3)=[CH:11][CH:12]=2)[C:7]([C:16]2[CH:21]=[CH:20][CH:19]=[CH:18][CH:17]=2)([CH3:15])[CH2:6][C:5]1([CH3:23])[CH3:22])(=[O:3])[CH3:2]. The catalyst class is: 17. (2) Reactant: [CH3:1][O:2][C:3](=[O:35])[C:4]1[CH:9]=[C:8]([O:10][C:11]2[CH:16]=[CH:15][C:14]([NH2:17])=[C:13]([O:18][CH2:19][CH2:20][CH2:21][CH2:22][CH3:23])[CH:12]=2)[CH:7]=[CH:6][C:5]=1[NH:24][S:25]([C:28]1[CH:33]=[CH:32][C:31]([CH3:34])=[CH:30][CH:29]=1)(=[O:27])=[O:26].[C:36]1([CH3:46])[CH:41]=[CH:40][C:39]([S:42](Cl)(=[O:44])=[O:43])=[CH:38][CH:37]=1.N1C=CC=CC=1. Product: [CH3:1][O:2][C:3](=[O:35])[C:4]1[CH:9]=[C:8]([O:10][C:11]2[CH:16]=[CH:15][C:14]([NH:17][S:42]([C:39]3[CH:40]=[CH:41][C:36]([CH3:46])=[CH:37][CH:38]=3)(=[O:44])=[O:43])=[C:13]([O:18][CH2:19][CH2:20][CH2:21][CH2:22][CH3:23])[CH:12]=2)[CH:7]=[CH:6][C:5]=1[NH:24][S:25]([C:28]1[CH:29]=[CH:30][C:31]([CH3:34])=[CH:32][CH:33]=1)(=[O:27])=[O:26]. The catalyst class is: 4. (3) The catalyst class is: 8. Reactant: [Cl:1][C:2]1[N:10]=[C:9]([CH3:11])[CH:8]=[CH:7][C:3]=1[C:4]([OH:6])=[O:5].O.[C:13]1(C)C=CC(S(O)(=O)=O)=C[CH:14]=1. Product: [Cl:1][C:2]1[N:10]=[C:9]([CH3:11])[CH:8]=[CH:7][C:3]=1[C:4]([O:6][CH2:13][CH3:14])=[O:5].